Dataset: Forward reaction prediction with 1.9M reactions from USPTO patents (1976-2016). Task: Predict the product of the given reaction. (1) Given the reactants Cl[S:2]([N:5]=[C:6]=[O:7])(=[O:4])=[O:3].[CH2:8]([OH:15])[C:9]1[CH:14]=[CH:13][CH:12]=[CH:11][CH:10]=1.[NH2:16][CH2:17][C:18]1[C:26]2[S:25](=[O:28])(=[O:27])[N:24]=[C:23]([C:29]3[C:30](=[O:47])[C@@:31]([CH2:41][CH2:42][C:43]([CH3:46])([CH3:45])[CH3:44])([CH3:40])[C:32]4[C:37]([C:38]=3[OH:39])=[CH:36][CH:35]=[CH:34][CH:33]=4)[NH:22][C:21]=2[S:20][CH:19]=1.C(N(CC)CC)C, predict the reaction product. The product is: [CH3:44][C:43]([CH3:46])([CH3:45])[CH2:42][CH2:41][C@:31]1([CH3:40])[C:32]2[C:37](=[CH:36][CH:35]=[CH:34][CH:33]=2)[C:38]([OH:39])=[C:29]([C:23]2[NH:22][C:21]3[S:20][CH:19]=[C:18]([CH2:17][NH:16][S:2]([NH:5][C:6](=[O:7])[O:15][CH2:8][C:9]4[CH:14]=[CH:13][CH:12]=[CH:11][CH:10]=4)(=[O:4])=[O:3])[C:26]=3[S:25](=[O:28])(=[O:27])[N:24]=2)[C:30]1=[O:47]. (2) The product is: [F:1][C:2]1[CH:10]=[C:9]2[C:5]([C:6]([C:18]3[CH:19]=[C:20]4[N:26]=[C:25]([CH3:27])[O:24][C:21]4=[N:22][CH:23]=3)=[CH:7][NH:8]2)=[CH:4][CH:3]=1. Given the reactants [F:1][C:2]1[CH:10]=[C:9]2[C:5]([C:6]([C:18]3[CH:19]=[C:20]4[N:26]=[C:25]([CH3:27])[O:24][C:21]4=[N:22][CH:23]=3)=[CH:7][N:8]2C(OC(C)(C)C)=O)=[CH:4][CH:3]=1.C(O)(C(F)(F)F)=O.C([O-])([O-])=O.[Na+].[Na+], predict the reaction product. (3) Given the reactants [NH2:1][CH2:2][C:3]1[C:4]([F:20])=[C:5]([O:10][C:11]2[CH:12]=[C:13]([CH:16]=[C:17]([Cl:19])[CH:18]=2)[C:14]#[N:15])[C:6]([Cl:9])=[CH:7][CH:8]=1.CC(OC([N:28](C(OC(C)(C)C)=O)[C:29]1[NH:30][C:31]([C:35](O)=[O:36])=[C:32]([Cl:34])[N:33]=1)=O)(C)C.ClC1N=C(NC(OC(C)(C)C)=O)NC=1C(O)=O.CN(C(ON1N=NC2C=CC=NC1=2)=[N+](C)C)C.F[P-](F)(F)(F)(F)F.CCN(C(C)C)C(C)C.[C:95]([OH:101])([C:97]([F:100])([F:99])[F:98])=[O:96], predict the reaction product. The product is: [F:98][C:97]([F:100])([F:99])[C:95]([OH:101])=[O:96].[NH2:28][C:29]1[NH:30][C:31]([C:35]([NH:1][CH2:2][C:3]2[CH:8]=[CH:7][C:6]([Cl:9])=[C:5]([O:10][C:11]3[CH:12]=[C:13]([C:14]#[N:15])[CH:16]=[C:17]([Cl:19])[CH:18]=3)[C:4]=2[F:20])=[O:36])=[C:32]([Cl:34])[N:33]=1. (4) Given the reactants [CH:1]([NH:3][CH2:4][CH:5]([C:10]1[CH:15]=[CH:14][CH:13]=[C:12]([O:16][CH3:17])[CH:11]=1)[C:6]([O:8][CH3:9])=[O:7])=O.P(Cl)(Cl)([Cl:20])=O.CO, predict the reaction product. The product is: [ClH:20].[CH3:17][O:16][C:12]1[CH:11]=[C:10]2[C:15](=[CH:14][CH:13]=1)[CH:1]=[N:3][CH2:4][CH:5]2[C:6]([O:8][CH3:9])=[O:7]. (5) Given the reactants C(N[C:5]1[CH:6]=[C:7]2[C:12](=[CH:13][C:14]=1[O:15][CH3:16])[C:11](O)([C:17]1[CH:22]=[CH:21][C:20]([N+:23]([O-:25])=[O:24])=[CH:19][CH:18]=1)[O:10][CH:9]([CH3:27])[CH2:8]2)(=O)C.[C:28]([NH:31][NH2:32])(=[O:30])[CH3:29], predict the reaction product. The product is: [C:28]([NH:31][N:32]=[C:11]([C:12]1[C:7]([CH2:8][CH:9]([OH:10])[CH3:27])=[CH:6][CH:5]=[C:14]([O:15][CH3:16])[C:13]=1[NH:31][C:28](=[O:30])[CH3:29])[C:17]1[CH:22]=[CH:21][C:20]([N+:23]([O-:25])=[O:24])=[CH:19][CH:18]=1)(=[O:30])[CH3:29]. (6) Given the reactants [C:1]([C:4]1[C:12]2[C:7](=[CH:8][CH:9]=[CH:10][CH:11]=2)[N:6]([CH2:13][C:14]([N:16]2[C@H:21]([C:22](=[O:34])[NH:23][C@@H:24]3[CH2:26][C@H:25]3[C:27]3[CH:32]=[CH:31][CH:30]=[CH:29][C:28]=3[Cl:33])[CH2:20][C@:19]3([CH2:35][O:36]C(=O)CN4C5C(=CC=CC=5)C(C(=O)N)=N4)[C@H:17]2[CH2:18]3)=[O:15])[N:5]=1)(=[O:3])[NH2:2].O[Li].O.O, predict the reaction product. The product is: [Cl:33][C:28]1[CH:29]=[CH:30][CH:31]=[CH:32][C:27]=1[C@@H:25]1[CH2:26][C@H:24]1[NH:23][C:22]([C@@H:21]1[CH2:20][C@:19]2([CH2:35][OH:36])[C@@H:17]([CH2:18]2)[N:16]1[C:14](=[O:15])[CH2:13][N:6]1[C:7]2[C:12](=[CH:11][CH:10]=[CH:9][CH:8]=2)[C:4]([C:1]([NH2:2])=[O:3])=[N:5]1)=[O:34]. (7) Given the reactants F[C:2]1[CH:7]=[CH:6][C:5]([N+:8]([O-:10])=[O:9])=[CH:4][C:3]=1[O:11][CH3:12].[NH:13]1[CH:17]=[C:16]([CH2:18][OH:19])[N:15]=[CH:14]1.C(=O)([O-])[O-].[Cs+].[Cs+], predict the reaction product. The product is: [CH3:12][O:11][C:3]1[CH:4]=[C:5]([N+:8]([O-:10])=[O:9])[CH:6]=[CH:7][C:2]=1[N:13]1[CH:17]=[C:16]([CH2:18][OH:19])[N:15]=[CH:14]1. (8) Given the reactants [CH3:1][C:2](=[O:7])[CH2:3][C:4](=O)[CH3:5].COC(OC)[N:11]([CH3:13])C.O1CCCC1.Cl.[C:22]([NH:26]N)([CH3:25])([CH3:24])[CH3:23], predict the reaction product. The product is: [C:22]([N:26]1[C:4]([CH3:5])=[C:3]([C:2](=[O:7])[CH3:1])[CH:13]=[N:11]1)([CH3:25])([CH3:24])[CH3:23].